The task is: Predict the product of the given reaction.. This data is from Forward reaction prediction with 1.9M reactions from USPTO patents (1976-2016). (1) Given the reactants C([O:8][N:9]1[CH2:17][C:16]2[C:11](=[N:12][CH:13]=[C:14]3[N:20]([CH2:21][C:22]4[CH:27]=[CH:26][C:25]([F:28])=[CH:24][C:23]=4[F:29])[CH:19]=[CH:18][C:15]3=2)[C:10]1=[O:30])C1C=CC=CC=1.C(ON1CC2C(=NC=C3NC=CC3=2)C1=O)C1C=CC=CC=1.FC1C=C(F)C=CC=1CBr, predict the reaction product. The product is: [F:29][C:23]1[CH:24]=[C:25]([F:28])[CH:26]=[CH:27][C:22]=1[CH2:21][N:20]1[C:14]2[C:15](=[C:16]3[CH2:17][N:9]([OH:8])[C:10](=[O:30])[C:11]3=[N:12][CH:13]=2)[CH:18]=[CH:19]1. (2) The product is: [CH3:28][O:29][C:30]1[CH:35]=[CH:34][C:33]([O:36][C:2]2[C:7](=[O:8])[N:6]([CH2:9][C:10]3[CH:15]=[CH:14][C:13]([C:16]4[C:17]([C:22]#[N:23])=[CH:18][CH:19]=[CH:20][CH:21]=4)=[CH:12][CH:11]=3)[C:5]([CH2:24][CH2:25][CH3:26])=[N:4][C:3]=2[CH3:27])=[CH:32][CH:31]=1. Given the reactants Br[C:2]1[C:7](=[O:8])[N:6]([CH2:9][C:10]2[CH:15]=[CH:14][C:13]([C:16]3[C:17]([C:22]#[N:23])=[CH:18][CH:19]=[CH:20][CH:21]=3)=[CH:12][CH:11]=2)[C:5]([CH2:24][CH2:25][CH3:26])=[N:4][C:3]=1[CH3:27].[CH3:28][O:29][C:30]1[CH:35]=[CH:34][C:33]([OH:36])=[CH:32][CH:31]=1.[OH-].[K+].CS(C)=O, predict the reaction product. (3) Given the reactants [Cl:1][C:2]1[CH:7]=[CH:6][C:5]([CH:8]([CH:11]([C:15]2[CH:29]=[CH:28][C:18]([C:19]([NH:21][CH2:22][CH2:23][C:24]([O:26][CH3:27])=[O:25])=[O:20])=[CH:17][CH:16]=2)[CH2:12][CH2:13][CH3:14])[CH2:9][OH:10])=[CH:4][CH:3]=1.Br[CH2:31][C:32]1[CH:37]=[CH:36][C:35]([O:38][C:39]([F:42])([F:41])[F:40])=[CH:34][CH:33]=1, predict the reaction product. The product is: [Cl:1][C:2]1[CH:3]=[CH:4][C:5]([CH:8]([CH:11]([C:15]2[CH:16]=[CH:17][C:18]([C:19]([NH:21][CH2:22][CH2:23][C:24]([O:26][CH3:27])=[O:25])=[O:20])=[CH:28][CH:29]=2)[CH2:12][CH2:13][CH3:14])[CH2:9][O:10][CH2:31][C:32]2[CH:37]=[CH:36][C:35]([O:38][C:39]([F:40])([F:41])[F:42])=[CH:34][CH:33]=2)=[CH:6][CH:7]=1.